From a dataset of Forward reaction prediction with 1.9M reactions from USPTO patents (1976-2016). Predict the product of the given reaction. (1) Given the reactants [Cl-].O[NH3+:3].[C:4](=[O:7])([O-])[OH:5].[Na+].CS(C)=O.[F:13][CH2:14][C:15]([CH2:53][F:54])([OH:52])[CH2:16][O:17][C@H:18]1[CH2:23][CH2:22][C@H:21]([N:24]2[C:29](=[O:30])[C:28]([CH2:31][C:32]3[CH:37]=[CH:36][C:35]([C:38]4[C:39]([C:44]#[N:45])=[CH:40][CH:41]=[CH:42][CH:43]=4)=[CH:34][CH:33]=3)=[C:27]([CH2:46][CH2:47][CH3:48])[N:26]3[N:49]=[CH:50][N:51]=[C:25]23)[CH2:20][CH2:19]1, predict the reaction product. The product is: [F:13][CH2:14][C:15]([CH2:53][F:54])([OH:52])[CH2:16][O:17][C@H:18]1[CH2:23][CH2:22][C@H:21]([N:24]2[C:29](=[O:30])[C:28]([CH2:31][C:32]3[CH:37]=[CH:36][C:35]([C:38]4[CH:43]=[CH:42][CH:41]=[CH:40][C:39]=4[C:44]4[NH:3][C:4](=[O:7])[O:5][N:45]=4)=[CH:34][CH:33]=3)=[C:27]([CH2:46][CH2:47][CH3:48])[N:26]3[N:49]=[CH:50][N:51]=[C:25]23)[CH2:20][CH2:19]1. (2) Given the reactants I[C:2]1[C:6]([CH:7]=[O:8])=[CH:5][N:4]([CH:9]2[CH2:14][CH2:13][CH2:12][CH2:11][O:10]2)[N:3]=1.[CH3:15][CH:16]([O:18][C:19]1[CH:24]=[CH:23][C:22](B(O)O)=[CH:21][CH:20]=1)[CH3:17].C(=O)([O-])[O-].[Na+].[Na+], predict the reaction product. The product is: [CH:16]([O:18][C:19]1[CH:24]=[CH:23][C:22]([C:2]2[C:6]([CH:7]=[O:8])=[CH:5][N:4]([CH:9]3[CH2:14][CH2:13][CH2:12][CH2:11][O:10]3)[N:3]=2)=[CH:21][CH:20]=1)([CH3:17])[CH3:15]. (3) The product is: [CH2:1]([O:3][C:4]1[CH:12]=[CH:11][CH:10]=[CH:9][C:5]=1[C:6]([NH:64][C:57]1[CH:56]=[C:55]([C:50]2[CH:51]=[CH:52][CH:53]=[C:54]3[C:49]=2[CH:48]=[CH:47][NH:46]3)[CH:63]=[C:62]2[C:58]=1[CH:59]=[N:60][NH:61]2)=[O:8])[CH3:2]. Given the reactants [CH2:1]([O:3][C:4]1[CH:12]=[CH:11][CH:10]=[CH:9][C:5]=1[C:6]([OH:8])=O)[CH3:2].CN(C(ON1N=NC2C=CC=NC1=2)=[N+](C)C)C.F[P-](F)(F)(F)(F)F.CCN(C(C)C)C(C)C.[NH:46]1[C:54]2[C:49](=[C:50]([C:55]3[CH:56]=[C:57]([NH2:64])[C:58]4[CH:59]=[N:60][NH:61][C:62]=4[CH:63]=3)[CH:51]=[CH:52][CH:53]=2)[CH:48]=[CH:47]1, predict the reaction product. (4) Given the reactants [C:1]1([CH3:23])[CH:6]=[CH:5][C:4]([C@H:7]2[CH2:12][C@@H:11]([C:13]([F:16])([F:15])[F:14])[N:10]3[N:17]=[CH:18][C:19]([C:20]([OH:22])=O)=[C:9]3[NH:8]2)=[CH:3][CH:2]=1.CN(C(ON1N=NC2C=CC=NC1=2)=[N+](C)C)C.F[P-](F)(F)(F)(F)F.C(N(CC)C(C)C)(C)C.[CH3:57][O:58][C:59]1[CH:60]=[C:61]([CH:64]=[CH:65][CH:66]=1)[CH2:62][NH2:63], predict the reaction product. The product is: [CH3:57][O:58][C:59]1[CH:60]=[C:61]([CH:64]=[CH:65][CH:66]=1)[CH2:62][NH:63][C:20]([C:19]1[CH:18]=[N:17][N:10]2[C@H:11]([C:13]([F:15])([F:14])[F:16])[CH2:12][C@H:7]([C:4]3[CH:5]=[CH:6][C:1]([CH3:23])=[CH:2][CH:3]=3)[NH:8][C:9]=12)=[O:22]. (5) Given the reactants [Cl:1][C:2]1[N:7]=[CH:6][C:5]([O:8][C:9]2[CH:10]=[CH:11][C:12]([N+:24]([O-])=O)=[C:13]([CH2:15][NH:16][C:17](=[O:23])[O:18][C:19]([CH3:22])([CH3:21])[CH3:20])[CH:14]=2)=[CH:4][CH:3]=1.[Cl-].[NH4+].C(O)C, predict the reaction product. The product is: [NH2:24][C:12]1[CH:11]=[CH:10][C:9]([O:8][C:5]2[CH:6]=[N:7][C:2]([Cl:1])=[CH:3][CH:4]=2)=[CH:14][C:13]=1[CH2:15][NH:16][C:17](=[O:23])[O:18][C:19]([CH3:21])([CH3:20])[CH3:22]. (6) Given the reactants [NH2:1][C:2]1[CH:10]=[CH:9][C:5]([CH2:6][C:7]#[N:8])=[CH:4][CH:3]=1.[C-:11]#[N:12].[Na+].Cl.[CH2:15]=O, predict the reaction product. The product is: [C:11]([CH2:15][NH:1][C:2]1[CH:10]=[CH:9][C:5]([CH2:6][C:7]#[N:8])=[CH:4][CH:3]=1)#[N:12]. (7) Given the reactants C([O:5][C:6](=[O:34])[C:7]1[CH:12]=[CH:11][CH:10]=[C:9]([CH2:13][CH:14]([NH:28][C:29](=[O:31])[CH3:30])[B:15]2[O:23][CH:22]3[C:17]([CH3:27])([CH:18]4[CH2:24][CH:20]([CH2:21]3)[C:19]4([CH3:26])[CH3:25])[O:16]2)[C:8]=1[O:32][CH3:33])(C)(C)C.FC(F)(F)C(O)=O, predict the reaction product. The product is: [C:29]([NH:28][CH:14]([B:15]1[O:23][CH:22]2[C:17]([CH3:27])([CH:18]3[CH2:24][CH:20]([CH2:21]2)[C:19]3([CH3:26])[CH3:25])[O:16]1)[CH2:13][C:9]1[C:8]([O:32][CH3:33])=[C:7]([CH:12]=[CH:11][CH:10]=1)[C:6]([OH:34])=[O:5])(=[O:31])[CH3:30].